Predict which catalyst facilitates the given reaction. From a dataset of Catalyst prediction with 721,799 reactions and 888 catalyst types from USPTO. (1) Reactant: [NH2:1][CH2:2][C@H:3]1[C@H:8]([N:9]([CH2:11][C:12]2[CH:17]=[CH:16][CH:15]=[CH:14][CH:13]=2)[CH3:10])[CH2:7][CH2:6][N:5]([CH2:18][CH2:19][C:20]2[CH:25]=[CH:24][C:23]([F:26])=[CH:22][CH:21]=2)[CH2:4]1.C1([O:33][C:34](=O)[NH:35][C:36]2[CH:41]=[C:40]([C:42]3[N:46]([CH3:47])[N:45]=[N:44][N:43]=3)[CH:39]=[C:38]([CH2:48][CH3:49])[CH:37]=2)C=CC=CC=1.C(N(CC)CC)C. Product: [CH2:11]([N:9]([CH3:10])[C@@H:8]1[CH2:7][CH2:6][N:5]([CH2:18][CH2:19][C:20]2[CH:21]=[CH:22][C:23]([F:26])=[CH:24][CH:25]=2)[CH2:4][C@H:3]1[CH2:2][NH:1][C:34]([NH:35][C:36]1[CH:41]=[C:40]([C:42]2[N:46]([CH3:47])[N:45]=[N:44][N:43]=2)[CH:39]=[C:38]([CH2:48][CH3:49])[CH:37]=1)=[O:33])[C:12]1[CH:17]=[CH:16][CH:15]=[CH:14][CH:13]=1. The catalyst class is: 9. (2) Reactant: [CH3:1][C:2]1[C:3]([C:7]([O:9][CH2:10][CH3:11])=[O:8])=[N:4][NH:5][N:6]=1.Br[CH2:13][CH:14]([CH3:16])[CH3:15].C(=O)([O-])[O-].[K+].[K+].[I-].[K+]. Product: [CH2:13]([N:5]1[N:4]=[C:3]([C:7]([O:9][CH2:10][CH3:11])=[O:8])[C:2]([CH3:1])=[N:6]1)[CH:14]([CH3:16])[CH3:15]. The catalyst class is: 47. (3) Reactant: [C:1]1([C:7]2[O:8][C:9]([C:15]([F:18])([F:17])[F:16])=[C:10]([C:12]([OH:14])=O)[N:11]=2)[CH:6]=[CH:5][CH:4]=[CH:3][CH:2]=1.[Br:19][C:20]1[N:25]=[CH:24][C:23]([NH2:26])=[CH:22][CH:21]=1.ON1C2N=CC=CC=2N=N1.Cl.C(N=C=NCCCN(C)C)C. Product: [Br:19][C:20]1[N:25]=[CH:24][C:23]([NH:26][C:12]([C:10]2[N:11]=[C:7]([C:1]3[CH:2]=[CH:3][CH:4]=[CH:5][CH:6]=3)[O:8][C:9]=2[C:15]([F:18])([F:17])[F:16])=[O:14])=[CH:22][CH:21]=1. The catalyst class is: 4. (4) The catalyst class is: 192. Product: [CH3:27][CH2:28][CH2:2][CH:3]([CH3:25])[CH3:4].[Cl:1][C:2]1[C:3]([CH2:4][N:5]2[CH2:6][CH2:7][C:8]3([O:13][CH2:12][CH2:11][N:10]([C:14]([C:16]4[N:17]=[C:18]([CH2:21][CH3:22])[S:19][CH:20]=4)=[O:15])[CH2:9]3)[CH2:23][CH2:24]2)=[CH:25][CH:26]=[CH:27][C:28]=1[CH2:29][CH2:30][O:31][CH2:34][CH2:33][C:32]([O:36][C:37]([CH3:40])([CH3:39])[CH3:38])=[O:35]. Reactant: [Cl:1][C:2]1[C:28]([CH2:29][CH2:30][OH:31])=[CH:27][CH:26]=[CH:25][C:3]=1[CH2:4][N:5]1[CH2:24][CH2:23][C:8]2([O:13][CH2:12][CH2:11][N:10]([C:14]([C:16]3[N:17]=[C:18]([CH2:21][CH3:22])[S:19][CH:20]=3)=[O:15])[CH2:9]2)[CH2:7][CH2:6]1.[C:32]([O:36][C:37]([CH3:40])([CH3:39])[CH3:38])(=[O:35])[CH:33]=[CH2:34]. (5) Reactant: [C:1]([NH:5][C:6](=[O:23])[C:7]1[CH:12]=[CH:11][CH:10]=[C:9]([CH:13]([N:17]2[CH2:22][CH2:21][NH:20][CH2:19][CH2:18]2)[CH:14]([CH3:16])[CH3:15])[CH:8]=1)([CH3:4])([CH3:3])[CH3:2].[NH2:24][C:25]1[CH:33]=[CH:32][C:28]([C:29](O)=[O:30])=[CH:27][C:26]=1[F:34].C(N(C(C)C)C(C)C)C.CCCP1(OP(CCC)(=O)OP(CCC)(=O)O1)=O. Product: [NH2:24][C:25]1[CH:33]=[CH:32][C:28]([C:29]([N:20]2[CH2:19][CH2:18][N:17]([CH:13]([C:9]3[CH:8]=[C:7]([CH:12]=[CH:11][CH:10]=3)[C:6]([NH:5][C:1]([CH3:3])([CH3:4])[CH3:2])=[O:23])[CH:14]([CH3:16])[CH3:15])[CH2:22][CH2:21]2)=[O:30])=[CH:27][C:26]=1[F:34]. The catalyst class is: 4. (6) Reactant: [CH3:1][S:2]([C:5]1[CH:47]=[CH:46][C:8]([O:9][C:10]2[CH:15]=[C:14]([N:16]([CH2:25][O:26][CH2:27][CH2:28][Si:29]([CH3:32])([CH3:31])[CH3:30])[CH2:17][O:18][CH2:19][CH2:20][Si:21]([CH3:24])([CH3:23])[CH3:22])[N:13]3[N:33]=[CH:34][C:35]([C:36]4[CH:37]=[N:38][C:39]5[C:44]([CH:45]=4)=[CH:43][CH:42]=[CH:41][CH:40]=5)=[C:12]3[N:11]=2)=[CH:7][CH:6]=1)(=[O:4])=[O:3].C1C(=O)N([Br:55])C(=O)C1. Product: [Br:55][C:15]1[C:10]([O:9][C:8]2[CH:46]=[CH:47][C:5]([S:2]([CH3:1])(=[O:3])=[O:4])=[CH:6][CH:7]=2)=[N:11][C:12]2[N:13]([N:33]=[CH:34][C:35]=2[C:36]2[CH:37]=[N:38][C:39]3[C:44]([CH:45]=2)=[CH:43][CH:42]=[CH:41][CH:40]=3)[C:14]=1[N:16]([CH2:25][O:26][CH2:27][CH2:28][Si:29]([CH3:32])([CH3:31])[CH3:30])[CH2:17][O:18][CH2:19][CH2:20][Si:21]([CH3:22])([CH3:23])[CH3:24]. The catalyst class is: 10. (7) Reactant: [CH3:1][S:2]([C:5]1[CH:10]=[CH:9][C:8]([CH2:11][C:12]([OH:14])=[O:13])=[CH:7][CH:6]=1)(=[O:4])=[O:3].[Si](C=[N+]=[N-])(C)(C)[CH3:16].C(O)(=O)C. Product: [CH3:1][S:2]([C:5]1[CH:6]=[CH:7][C:8]([CH2:11][C:12]([O:14][CH3:16])=[O:13])=[CH:9][CH:10]=1)(=[O:3])=[O:4]. The catalyst class is: 61.